Dataset: Experimentally validated miRNA-target interactions with 360,000+ pairs, plus equal number of negative samples. Task: Binary Classification. Given a miRNA mature sequence and a target amino acid sequence, predict their likelihood of interaction. (1) The miRNA is mmu-miR-301a-3p with sequence CAGUGCAAUAGUAUUGUCAAAGC. The protein sequence of the target gene is MDKVGKMWNNLKYRCQNLFSHEGGSRNENVEMNPNRCPSVKEKSISLGEAAPQQESSPLRENVALQLGLSPSKTFSRRNQNCAAEIPQVVEISIEKDSDSGATPGTRLARRDSYSRHAPWGGKKKHSCSTKTQSSLDTEKKFGRTRSGLQRRERRYGVSSMQDMDSVSSRAVGSRSLRQRLQDTVGLCFPMRTYSKQSKPLFSNKRKIHLSELMLEKCPFPAGSDLAQKWHLIKQHTAPVSPHSTFFDTFDPSLVSTEDEEDRLRERRRLSIEEGVDPPPNAQIHTFEATAQVNPLYKLG.... Result: 1 (interaction). (2) The miRNA is dme-miR-318-3p with sequence UCACUGGGCUUUGUUUAUCUCA. The protein sequence of the target gene is MQTQEILRILRLPELGDLGQFFRSLSATTLVSMGALAAILAYWFTHRPKALQPPCNLLMQSEEVEDSGGARRSVIGSGPQLLTHYYDDARTMYQVFRRGLSISGNGPCLGFRKPKQPYQWLSYQEVADRAEFLGSGLLQHNCKACTDQFIGVFAQNRPEWIIVELACYTYSMVVVPLYDTLGPGAIRYIINTADISTVIVDKPQKAVLLLEHVERKETPGLKLIILMDPFEEALKERGQKCGVVIKSMQAVEDCGQENHQAPVPPQPDDLSIVCFTSGTTGNPKGAMLTHGNVVADFSGF.... Result: 0 (no interaction). (3) The miRNA is bta-miR-17-5p with sequence CAAAGUGCUUACAGUGCAGGUAGU. The protein sequence of the target gene is MGNTSSERAALERQAGHKTPRRDSSGGAKDGDRPKILMDSPEDADIFHSEEIKAPEKEEFLAWQHDLEANDKAPAQARPTVFRWTGGGKEVYLSGSFNNWSKLPLTRSQNNFVAILDLPEGEHQYKFFVDGQWTHDPSEPIVTSQLGTVNNIIQVKKTDFEVFDALMVDSQKCSDVSELSSSPPGPYHQEPYMSKPEERFKAPPILPPHLLQVILNKDTGISCDPALLPEPNHVMLNHLYALSIKDGVMVLSATHRYKKKYVTTLLYKPI. Result: 0 (no interaction). (4) The miRNA is mmu-miR-122-5p with sequence UGGAGUGUGACAAUGGUGUUUG. The protein sequence of the target gene is MVAAVATAWLLLWAAACAQSEQDFYDFKAVNIRGKLVSLEKYRGSVSLVVNVASECGFTDQNYRALQQLQRDLGPHHFNVLAFPCNQFGQQEPDTNREIENFARRTYSVSFPMFSKIAVTGTGAHPAFKYLTQTSGKEPTWNFWKYLVDPDGKVVGAWDPTVPVAEIKPRITEQVMKLILRKREDL. Result: 1 (interaction). (5) The miRNA is hsa-miR-874-3p with sequence CUGCCCUGGCCCGAGGGACCGA. Result: 1 (interaction). The protein sequence of the target gene is MGRQKELVSRCGEMLHIRYRLLRQALAECLGTLILVMFGCGSVAQVVLSRGTHGGFLTINLAFGFAVTLGILIAGQVSGAHLNPAVTFAMCFLAREPWIKLPIYTLAQTLGAFLGAGIVFGLYYDAIWHFADNQLFVSGPNGTAGIFATYPSGHLDMINGFFDQFIGTASLIVCVLAIVDPYNNPVPRGLEAFTVGLVVLVIGTSMGFNSGYAVNPARDFGPRLFTALAGWGSAVFTTGQHWWWVPIVSPLLGSIAGVFVYQLMIGCHLEQPPPSNEEENVKLAHVKHKEQI. (6) The protein sequence of the target gene is MPPANPHLNHTGGCTKTEEEEAASSEEDSGSFHGSGVCKWFNVRMGFGFLSMTHREGICLDSPVDVFVHQSKLHMEGFRSLKEGEAVEFTFKRSSKGLESLQVTGPGGAPCVGSEKKPKGTQKRRSKGDRCFNCGGPNHHAKECQLPPQPKKCHFCQSISHMVANCPIKAQQLSPGSQGKSTTSTGEEEDMSHTPLLPESTD. Result: 0 (no interaction). The miRNA is mmu-miR-712-5p with sequence CUCCUUCACCCGGGCGGUACC.